The task is: Predict the reactants needed to synthesize the given product.. This data is from Full USPTO retrosynthesis dataset with 1.9M reactions from patents (1976-2016). (1) Given the product [CH3:25][S:26]([O:1][C@H:2]1[CH2:6][N:5]([C:7]([O:9][C:10]([CH3:11])([CH3:12])[CH3:13])=[O:8])[C@H:4]([C:14]([O:16][CH3:17])=[O:15])[CH2:3]1)(=[O:28])=[O:27], predict the reactants needed to synthesize it. The reactants are: [OH:1][C@H:2]1[CH2:6][N:5]([C:7]([O:9][C:10]([CH3:13])([CH3:12])[CH3:11])=[O:8])[C@H:4]([C:14]([O:16][CH3:17])=[O:15])[CH2:3]1.C(N(CC)CC)C.[CH3:25][S:26](Cl)(=[O:28])=[O:27]. (2) Given the product [C:23]([C:8]1[CH:7]=[CH:6][C:5]([CH2:17][C:18]([O:20][CH2:21][CH3:22])=[O:19])=[CH:4][C:3]=1[O:2][CH3:1])#[N:24], predict the reactants needed to synthesize it. The reactants are: [CH3:1][O:2][C:3]1[CH:4]=[C:5]([CH2:17][C:18]([O:20][CH2:21][CH3:22])=[O:19])[CH:6]=[CH:7][C:8]=1OS(C(F)(F)F)(=O)=O.[CH3:23][N:24](C)C=O. (3) Given the product [C:51]([O:54][C@@H:8]1[O:30][C:29]([CH2:41][O:42][C:43](=[O:50])[C:44]2[CH:45]=[CH:46][CH:47]=[CH:48][CH:49]=2)([CH2:31][O:32][C:33](=[O:40])[C:34]2[CH:35]=[CH:36][CH:37]=[CH:38][CH:39]=2)[C@@H:19]([O:20][C:21](=[O:28])[C:22]2[CH:23]=[CH:24][CH:25]=[CH:26][CH:27]=2)[C@H:9]1[O:10][C:11](=[O:18])[C:12]1[CH:13]=[CH:14][CH:15]=[CH:16][CH:17]=1)(=[O:53])[CH3:52], predict the reactants needed to synthesize it. The reactants are: S(=O)(=O)(O)O.CO[C@@H:8]1[O:30][C:29]([CH2:41][O:42][C:43](=[O:50])[C:44]2[CH:49]=[CH:48][CH:47]=[CH:46][CH:45]=2)([CH2:31][O:32][C:33](=[O:40])[C:34]2[CH:39]=[CH:38][CH:37]=[CH:36][CH:35]=2)[C@@H:19]([O:20][C:21](=[O:28])[C:22]2[CH:27]=[CH:26][CH:25]=[CH:24][CH:23]=2)[C@H:9]1[O:10][C:11](=[O:18])[C:12]1[CH:17]=[CH:16][CH:15]=[CH:14][CH:13]=1.[C:51]([OH:54])(=[O:53])[CH3:52].